This data is from Reaction yield outcomes from USPTO patents with 853,638 reactions. The task is: Predict the reaction yield, written as a fraction of the theoretical maximum amount of product (1.0 means a 100% yield; for example, 0.34 means a 34% yield). (1) The reactants are [CH2:1]([O:3][C:4](=[O:42])[CH:5]([O:7][P:8]([CH2:17][C:18]([CH3:41])=[CH:19][CH2:20][C:21]1[C:22]([O:34]CC[Si](C)(C)C)=[C:23]2[C:27](=[C:28]([CH3:32])[C:29]=1[O:30][CH3:31])[CH2:26][O:25][C:24]2=[O:33])([O:10][C:11]1[CH:16]=[CH:15][CH:14]=[CH:13][CH:12]=1)=[O:9])[CH3:6])[CH3:2].C(O)(C(F)(F)F)=O. The catalyst is C(Cl)Cl. The product is [CH2:1]([O:3][C:4](=[O:42])[CH:5]([O:7][P:8]([CH2:17][C:18]([CH3:41])=[CH:19][CH2:20][C:21]1[C:22]([OH:34])=[C:23]2[C:27](=[C:28]([CH3:32])[C:29]=1[O:30][CH3:31])[CH2:26][O:25][C:24]2=[O:33])([O:10][C:11]1[CH:16]=[CH:15][CH:14]=[CH:13][CH:12]=1)=[O:9])[CH3:6])[CH3:2]. The yield is 0.900. (2) The reactants are [CH:1]1([CH2:6][CH:7]([C:11]2[CH:21]=[CH:20][C:14]3[S:15](=[O:19])(=[O:18])[CH2:16][CH2:17][C:13]=3[CH:12]=2)[C:8]([OH:10])=O)[CH2:5][CH2:4][CH2:3][CH2:2]1.C(Cl)(=O)C(Cl)=O.[NH2:28][C:29]1[CH:33]=[CH:32][N:31]([CH2:34][C:35]([CH3:38])([OH:37])[CH3:36])[N:30]=1.N1C(C)=CC=CC=1C. The catalyst is C(Cl)Cl.CN(C)C=O. The product is [CH:1]1([CH2:6][CH:7]([C:11]2[CH:21]=[CH:20][C:14]3[S:15](=[O:19])(=[O:18])[CH2:16][CH2:17][C:13]=3[CH:12]=2)[C:8]([NH:28][C:29]2[CH:33]=[CH:32][N:31]([CH2:34][C:35]([OH:37])([CH3:36])[CH3:38])[N:30]=2)=[O:10])[CH2:2][CH2:3][CH2:4][CH2:5]1. The yield is 0.630. (3) The reactants are [F:1][C:2]1[CH:3]=[C:4]2[C:8](=[CH:9][CH:10]=1)[NH:7][N:6]=[C:5]2[I:11].O[C@@H:13]1[CH2:17][CH2:16][O:15][CH2:14]1. No catalyst specified. The product is [F:1][C:2]1[CH:3]=[C:4]2[C:8](=[CH:9][CH:10]=1)[N:7]([C@H:13]1[CH2:17][CH2:16][O:15][CH2:14]1)[N:6]=[C:5]2[I:11]. The yield is 0.560. (4) The reactants are C1([NH:7][C:8]([C:10]2[C:11](=[O:30])[N:12]([CH2:22][C:23]3[CH:28]=[CH:27][C:26]([F:29])=[CH:25][CH:24]=3)[C:13]3[C:18]([C:19]=2O)=[CH:17][C:16]([CH3:21])=[CH:15][CH:14]=3)=O)CCCCC1.P(Cl)(Cl)([Cl:33])=O. No catalyst specified. The product is [Cl:33][C:19]1[C:18]2[C:13](=[CH:14][CH:15]=[C:16]([CH3:21])[CH:17]=2)[N:12]([CH2:22][C:23]2[CH:28]=[CH:27][C:26]([F:29])=[CH:25][CH:24]=2)[C:11](=[O:30])[C:10]=1[C:8]#[N:7]. The yield is 0.470.